This data is from Forward reaction prediction with 1.9M reactions from USPTO patents (1976-2016). The task is: Predict the product of the given reaction. (1) Given the reactants [C:1]([C:9]1[CH:14]=[CH:13][CH:12]=[CH:11][C:10]=1[NH:15][S:16]([C:19]1[CH:27]=[CH:26][C:22]([C:23](O)=[O:24])=[CH:21][CH:20]=1)(=[O:18])=[O:17])(=[O:8])[C:2]1[CH:7]=[CH:6][CH:5]=[CH:4][CH:3]=1.Cl.[CH2:29]([O:31][C:32](=[O:35])[CH2:33][NH2:34])[CH3:30], predict the reaction product. The product is: [CH2:29]([O:31][C:32](=[O:35])[CH2:33][NH:34][C:23](=[O:24])[C:22]1[CH:21]=[CH:20][C:19]([S:16](=[O:17])(=[O:18])[NH:15][C:10]2[CH:11]=[CH:12][CH:13]=[CH:14][C:9]=2[C:1](=[O:8])[C:2]2[CH:7]=[CH:6][CH:5]=[CH:4][CH:3]=2)=[CH:27][CH:26]=1)[CH3:30]. (2) Given the reactants [C:1]([O:4][CH2:5][O:6][C:7](=[O:31])[C:8]([NH:29][NH2:30])([CH3:28])[CH2:9][C:10]1[CH:15]=[CH:14][C:13]([O:16][C:17]([O:19]CC)=O)=[C:12]([O:22][C:23]([O:25]CC)=O)[CH:11]=1)(=[O:3])[CH3:2].C[C:33]([CH3:38])([CH3:37])[C:34](Cl)=O, predict the reaction product. The product is: [C:1]([O:4][CH2:5][O:6][C:7](=[O:31])[C@:8]([NH:29][NH2:30])([CH3:28])[CH2:9][C:10]1[CH:15]=[CH:14][C:13]([O:16][C:17](=[O:19])[C:33]([CH3:38])([CH3:37])[CH3:34])=[C:12]([O:22][C:23](=[O:25])[C:8]([CH3:28])([CH3:9])[CH3:7])[CH:11]=1)(=[O:3])[CH3:2]. (3) Given the reactants [O:1]1[CH2:5][CH2:4][CH:3]([C:6]2[CH:18]=[CH:17][C:9]([C:10]([O:12]C(C)(C)C)=[O:11])=[CH:8][CH:7]=2)[CH2:2]1.FC(F)(F)C(O)=O, predict the reaction product. The product is: [O:1]1[CH2:5][CH2:4][CH:3]([C:6]2[CH:18]=[CH:17][C:9]([C:10]([OH:12])=[O:11])=[CH:8][CH:7]=2)[CH2:2]1. (4) Given the reactants [F:1][C:2]1[C:12]([F:13])=[C:11]([F:14])[CH:10]=[CH:9][C:3]=1[NH:4][C@@H:5]([CH3:8])[CH2:6][OH:7].C(O[CH:18]=[C:19]([C:25]([O:27][CH2:28][CH3:29])=[O:26])[C:20]([O:22][CH2:23][CH3:24])=[O:21])C.C(=O)([O-])[O-].[K+].[K+], predict the reaction product. The product is: [F:1][C:2]1[C:12]([F:13])=[C:11]([F:14])[CH:10]=[CH:9][C:3]=1[N:4]([CH:18]=[C:19]([C:20]([O:22][CH2:23][CH3:24])=[O:21])[C:25]([O:27][CH2:28][CH3:29])=[O:26])[C@@H:5]([CH3:8])[CH2:6][OH:7]. (5) Given the reactants [CH:1]([N:4]1[CH2:9][CH2:8][N:7]([C:10]([C@H:12]2[CH2:17][CH2:16][C@H:15]([O:18][C:19]3[CH:28]=[CH:27][C:22]([C:23]([NH:25][NH2:26])=[O:24])=[CH:21][CH:20]=3)[CH2:14][CH2:13]2)=[O:11])[CH2:6][CH2:5]1)([CH3:3])[CH3:2].[C:29](O)(=O)[CH:30]([CH3:32])[CH3:31].P(Cl)(Cl)(Cl)=O.[OH-].[Na+], predict the reaction product. The product is: [CH:30]([C:32]1[O:24][C:23]([C:22]2[CH:21]=[CH:20][C:19]([O:18][C@H:15]3[CH2:16][CH2:17][C@H:12]([C:10]([N:7]4[CH2:8][CH2:9][N:4]([CH:1]([CH3:3])[CH3:2])[CH2:5][CH2:6]4)=[O:11])[CH2:13][CH2:14]3)=[CH:28][CH:27]=2)=[N:25][N:26]=1)([CH3:31])[CH3:29].